Dataset: Full USPTO retrosynthesis dataset with 1.9M reactions from patents (1976-2016). Task: Predict the reactants needed to synthesize the given product. (1) Given the product [C:4]([O:3][C:1]([N:8]1[CH2:13][CH2:12][CH:11]([NH2:15])[CH2:10][CH2:9]1)=[O:2])([CH3:7])([CH3:6])[CH3:5], predict the reactants needed to synthesize it. The reactants are: [C:1]([N:8]1[CH2:13][CH2:12][CH2:11][CH2:10][C:9]1=O)([O:3][C:4]([CH3:7])([CH3:6])[CH3:5])=[O:2].[NH3:15].[BH4-].[Na+]. (2) Given the product [OH:45][CH2:44][CH2:43][C:39]1[CH:38]=[C:37]([CH:42]=[CH:41][CH:40]=1)[CH2:36][N:23]1[CH2:24][CH2:25][C:20]2([CH2:26][CH2:27][N:16]([C:14]([C:12]3[N:13]=[C:9]([CH3:8])[S:10][CH:11]=3)=[O:15])[CH2:17][CH2:18][O:19]2)[CH2:21][CH2:22]1, predict the reactants needed to synthesize it. The reactants are: FC(F)(F)C(O)=O.[CH3:8][C:9]1[S:10][CH:11]=[C:12]([C:14]([N:16]2[CH2:27][CH2:26][C:20]3([CH2:25][CH2:24][NH:23][CH2:22][CH2:21]3)[O:19][CH2:18][CH2:17]2)=[O:15])[N:13]=1.C(N(CC)CC)C.Br[CH2:36][C:37]1[CH:38]=[C:39]([CH2:43][CH2:44][OH:45])[CH:40]=[CH:41][CH:42]=1.